Regression. Given two drug SMILES strings and cell line genomic features, predict the synergy score measuring deviation from expected non-interaction effect. From a dataset of Merck oncology drug combination screen with 23,052 pairs across 39 cell lines. (1) Drug 1: CN(Cc1cnc2nc(N)nc(N)c2n1)c1ccc(C(=O)NC(CCC(=O)O)C(=O)O)cc1. Drug 2: Cn1cc(-c2cnn3c(N)c(Br)c(C4CCCNC4)nc23)cn1. Cell line: A375. Synergy scores: synergy=21.7. (2) Drug 1: CCC1=CC2CN(C1)Cc1c([nH]c3ccccc13)C(C(=O)OC)(c1cc3c(cc1OC)N(C)C1C(O)(C(=O)OC)C(OC(C)=O)C4(CC)C=CCN5CCC31C54)C2. Drug 2: CS(=O)(=O)CCNCc1ccc(-c2ccc3ncnc(Nc4ccc(OCc5cccc(F)c5)c(Cl)c4)c3c2)o1. Cell line: A375. Synergy scores: synergy=55.5. (3) Drug 1: COc1cccc2c1C(=O)c1c(O)c3c(c(O)c1C2=O)CC(O)(C(=O)CO)CC3OC1CC(N)C(O)C(C)O1. Drug 2: NC(=O)c1cccc2cn(-c3ccc(C4CCCNC4)cc3)nc12. Cell line: MDAMB436. Synergy scores: synergy=-6.41. (4) Drug 1: Cc1nc(Nc2ncc(C(=O)Nc3c(C)cccc3Cl)s2)cc(N2CCN(CCO)CC2)n1. Drug 2: NC1CCCCC1N.O=C(O)C(=O)O.[Pt+2]. Cell line: CAOV3. Synergy scores: synergy=3.66.